From a dataset of Forward reaction prediction with 1.9M reactions from USPTO patents (1976-2016). Predict the product of the given reaction. (1) Given the reactants Br[C:2]1[CH:3]=[CH:4][C:5]([NH:8][C:9](=[O:28])[CH2:10][C:11]2[CH:16]=[CH:15][C:14]([O:17][C:18]3[CH:23]=[CH:22][C:21]([N+:24]([O-:26])=[O:25])=[C:20]([OH:27])[CH:19]=3)=[CH:13][CH:12]=2)=[N:6][CH:7]=1.[CH3:29][O:30][C:31]1[CH:36]=[CH:35][C:34](B(O)O)=[CH:33][CH:32]=1, predict the reaction product. The product is: [CH3:29][O:30][C:31]1[CH:36]=[CH:35][C:34]([C:2]2[CH:3]=[CH:4][C:5]([NH:8][C:9](=[O:28])[CH2:10][C:11]3[CH:16]=[CH:15][C:14]([O:17][C:18]4[CH:23]=[CH:22][C:21]([N+:24]([O-:26])=[O:25])=[C:20]([OH:27])[CH:19]=4)=[CH:13][CH:12]=3)=[N:6][CH:7]=2)=[CH:33][CH:32]=1. (2) Given the reactants [NH2:1][C:2]1[CH:3]=[C:4]([NH:8][C:9]2[N:14]=[C:13]([NH:15][C:16]3[CH:21]=[CH:20][CH:19]=[C:18]([NH2:22])[CH:17]=3)[C:12]([F:23])=[CH:11][N:10]=2)[CH:5]=[CH:6][CH:7]=1.[ClH:24], predict the reaction product. The product is: [ClH:24].[NH2:1][C:2]1[CH:3]=[C:4]([NH:8][C:9]2[N:14]=[C:13]([NH:15][C:16]3[CH:21]=[CH:20][CH:19]=[C:18]([NH2:22])[CH:17]=3)[C:12]([F:23])=[CH:11][N:10]=2)[CH:5]=[CH:6][CH:7]=1. (3) Given the reactants [CH2:1]([N:3]([C:29](=O)[C:30]1[CH:35]=[CH:34][C:33]([OH:36])=[C:32]([F:37])[CH:31]=1)[C:4]1[CH:9]=[C:8]([O:10][CH3:11])[CH:7]=[CH:6][C:5]=1[C@@H:12]1[CH2:21][CH2:20][C:19]2[CH:18]=[C:17]([O:22]C(=O)C(C)(C)C)[CH:16]=[CH:15][C:14]=2[CH2:13]1)[CH3:2].Cl[CH2:40][CH2:41][CH2:42][N:43]1[CH2:48][CH2:47][CH2:46][CH2:45][CH2:44]1, predict the reaction product. The product is: [CH2:1]([N:3]([CH2:29][C:30]1[CH:35]=[CH:34][C:33]([O:36][CH2:40][CH2:41][CH2:42][N:43]2[CH2:48][CH2:47][CH2:46][CH2:45][CH2:44]2)=[C:32]([F:37])[CH:31]=1)[C:4]1[CH:9]=[C:8]([O:10][CH3:11])[CH:7]=[CH:6][C:5]=1[C@@H:12]1[CH2:13][CH2:14][C:19]2[CH:18]=[C:17]([OH:22])[CH:16]=[CH:15][C:20]=2[CH2:21]1)[CH3:2]. (4) Given the reactants [CH:1]1([C:4]2[CH:5]=[CH:6][C:7]([C:15]([OH:17])=O)=[N:8][C:9]=2[O:10][CH2:11][CH:12]2[CH2:14][CH2:13]2)[CH2:3][CH2:2]1.[NH2:18][C@H:19]1[CH2:23][CH2:22][O:21][C:20]1=[O:24], predict the reaction product. The product is: [O:24]=[C:20]1[C@@H:19]([NH:18][C:15]([C:7]2[CH:6]=[CH:5][C:4]([CH:1]3[CH2:2][CH2:3]3)=[C:9]([O:10][CH2:11][CH:12]3[CH2:13][CH2:14]3)[N:8]=2)=[O:17])[CH2:23][CH2:22][O:21]1. (5) Given the reactants [CH2:1]([O:5][CH2:6][CH2:7][O:8][C:9]1[CH:14]=[CH:13][C:12]([C:15]2[CH:16]=[CH:17][C:18]3[NH:24][CH2:23][CH2:22][C:21]([C:25]([NH:27][C:28]4[CH:33]=[CH:32][C:31]([C@H:34]([OH:42])[C:35]5[CH:40]=[CH:39][CH:38]=[CH:37][N+:36]=5[O-:41])=[CH:30][CH:29]=4)=[O:26])=[CH:20][C:19]=3[CH:43]=2)=[CH:11][CH:10]=1)[CH2:2][CH2:3][CH3:4].[CH:44](=O)[CH2:45][CH3:46].C(O[BH-](OC(=O)C)OC(=O)C)(=O)C.[Na+].O, predict the reaction product. The product is: [CH2:1]([O:5][CH2:6][CH2:7][O:8][C:9]1[CH:10]=[CH:11][C:12]([C:15]2[CH:16]=[CH:17][C:18]3[N:24]([CH2:44][CH2:45][CH3:46])[CH2:23][CH2:22][C:21]([C:25]([NH:27][C:28]4[CH:29]=[CH:30][C:31]([C@H:34]([OH:42])[C:35]5[CH:40]=[CH:39][CH:38]=[CH:37][N+:36]=5[O-:41])=[CH:32][CH:33]=4)=[O:26])=[CH:20][C:19]=3[CH:43]=2)=[CH:13][CH:14]=1)[CH2:2][CH2:3][CH3:4]. (6) Given the reactants [CH3:1][Si](C=[N+]=[N-])(C)C.[OH:8][CH2:9][C:10]1[CH:15]=[C:14]([C:16]([OH:18])=[O:17])[CH:13]=[CH:12][C:11]=1[C:19]1[CH:24]=[CH:23][CH:22]=[CH:21][C:20]=1[CH3:25], predict the reaction product. The product is: [OH:8][CH2:9][C:10]1[CH:15]=[C:14]([C:16]([O:18][CH3:1])=[O:17])[CH:13]=[CH:12][C:11]=1[C:19]1[CH:24]=[CH:23][CH:22]=[CH:21][C:20]=1[CH3:25]. (7) Given the reactants [CH2:1]([O:3][C:4](=[O:13])[C:5]1[CH:10]=[C:9]([CH3:11])[N:8]=[C:7](Cl)[CH:6]=1)[CH3:2].[CH:14](B1OBOBO1)=[CH2:15].C([O-])([O-])=O.[K+].[K+].C1C=CC(P(C2C=CC=CC=2)C2C=CC=CC=2)=CC=1, predict the reaction product. The product is: [CH2:1]([O:3][C:4](=[O:13])[C:5]1[CH:10]=[C:9]([CH3:11])[N:8]=[C:7]([CH:14]=[CH2:15])[CH:6]=1)[CH3:2]. (8) Given the reactants [CH2:1]([N:8]1[CH2:11][CH:10]([S:12]C(=O)C)[CH2:9]1)[C:2]1[CH:7]=[CH:6][CH:5]=[CH:4][CH:3]=1.[OH-].[Na+].Cl, predict the reaction product. The product is: [CH2:1]([N:8]1[CH2:11][CH:10]([SH:12])[CH2:9]1)[C:2]1[CH:3]=[CH:4][CH:5]=[CH:6][CH:7]=1. (9) Given the reactants [C:1]([C:4]1[CH:9]=[CH:8][C:7]([NH:10][C:11](=[O:13])[CH3:12])=[CH:6][C:5]=1[CH3:14])(=[O:3])[CH3:2].[OH-].[Na+].[OH:17][C:18]1[CH:25]=[CH:24][C:21]([CH:22]=O)=[CH:20][C:19]=1[CH3:26].Cl, predict the reaction product. The product is: [OH:17][C:18]1[CH:25]=[CH:24][C:21](/[CH:22]=[CH:2]/[C:1]([C:4]2[CH:9]=[CH:8][C:7]([NH:10][C:11](=[O:13])[CH3:12])=[CH:6][C:5]=2[CH3:14])=[O:3])=[CH:20][C:19]=1[CH3:26]. (10) Given the reactants [CH:1]1([C:4]([NH:6][C:7]2[C:8]([O:24][CH3:25])=[N:9][C:10]([C:14]3[C:19]([O:20][CH3:21])=[CH:18][C:17]([CH3:22])=[CH:16][C:15]=3[CH3:23])=[N:11][C:12]=2[CH3:13])=[O:5])[CH2:3][CH2:2]1.Cl.[CH3:27][N:28]([CH3:32])[CH2:29][CH2:30]Cl.[H-].[Na+], predict the reaction product. The product is: [CH3:27][N:28]([CH3:32])[CH2:29][CH2:30][N:6]([C:7]1[C:12]([CH3:13])=[N:11][C:10]([C:14]2[C:19]([O:20][CH3:21])=[CH:18][C:17]([CH3:22])=[CH:16][C:15]=2[CH3:23])=[N:9][C:8]=1[O:24][CH3:25])[C:4]([CH:1]1[CH2:3][CH2:2]1)=[O:5].